From a dataset of Forward reaction prediction with 1.9M reactions from USPTO patents (1976-2016). Predict the product of the given reaction. (1) The product is: [CH:30]([N:27]1[CH2:28][CH2:29][CH:24]([NH:23][C:22]([C:11]2[N:10]([CH2:9][CH2:8][C:5]3[CH:6]=[CH:7][C:2]([Cl:1])=[CH:3][CH:4]=3)[C:14]3[CH:15]=[CH:16][CH:17]=[C:18]([C:19]([N:37]4[CH2:38][CH:35]([OH:34])[CH2:36]4)=[O:21])[C:13]=3[N:12]=2)=[O:33])[CH2:25][CH2:26]1)([CH3:31])[CH3:32]. Given the reactants [Cl:1][C:2]1[CH:7]=[CH:6][C:5]([CH2:8][CH2:9][N:10]2[C:14]3[CH:15]=[CH:16][CH:17]=[C:18]([C:19]([OH:21])=O)[C:13]=3[N:12]=[C:11]2[C:22](=[O:33])[NH:23][CH:24]2[CH2:29][CH2:28][N:27]([CH:30]([CH3:32])[CH3:31])[CH2:26][CH2:25]2)=[CH:4][CH:3]=1.[OH:34][CH:35]1[CH2:38][NH:37][CH2:36]1, predict the reaction product. (2) Given the reactants [Br:1][C:2]1[CH:3]=[C:4]([CH:8]=[C:9]([F:11])[CH:10]=1)[C:5](O)=[O:6].B.C1COCC1.CO, predict the reaction product. The product is: [Br:1][C:2]1[CH:3]=[C:4]([CH2:5][OH:6])[CH:8]=[C:9]([F:11])[CH:10]=1. (3) Given the reactants Cl[S:2]([C:5]1[CH:6]=[C:7]([CH:11]=[CH:12][CH:13]=1)[C:8](Cl)=[O:9])(=[O:4])=[O:3].[N:14]1([CH:19]2[CH2:24][CH2:23][NH:22][CH2:21][CH2:20]2)[CH2:18][CH2:17][CH2:16][CH2:15]1.C(=O)([O-])[O-].[Na+].[Na+].[F:31][C:32]1[CH:38]=[CH:37][C:35]([NH2:36])=[CH:34][CH:33]=1, predict the reaction product. The product is: [F:31][C:32]1[CH:38]=[CH:37][C:35]([NH:36][S:2]([C:5]2[CH:13]=[CH:12][CH:11]=[C:7]([C:8]([N:22]3[CH2:23][CH2:24][CH:19]([N:14]4[CH2:18][CH2:17][CH2:16][CH2:15]4)[CH2:20][CH2:21]3)=[O:9])[CH:6]=2)(=[O:4])=[O:3])=[CH:34][CH:33]=1. (4) Given the reactants [Cl:1][C:2]1[C:10]([NH:11][S:12]([CH2:15][CH2:16][CH2:17][F:18])(=[O:14])=[O:13])=[CH:9][CH:8]=[C:7]([F:19])[C:3]=1C(O)=O.C([N:22](CC)CC)C.C1(P(N=[N+]=[N-])(C2C=CC=CC=2)=O)C=CC=CC=1, predict the reaction product. The product is: [NH2:22][C:3]1[C:2]([Cl:1])=[C:10]([NH:11][S:12]([CH2:15][CH2:16][CH2:17][F:18])(=[O:14])=[O:13])[CH:9]=[CH:8][C:7]=1[F:19]. (5) Given the reactants [CH3:1][C:2]([C:4]1[CH:9]=[CH:8][CH:7]=[CH:6][CH:5]=1)=[CH2:3].[CH:10]1([Si:16](C)([CH3:18])[CH3:17])C=CCC=C1, predict the reaction product. The product is: [CH3:10][Si:16]([CH3:18])([CH3:17])[CH2:3][CH:2]([C:4]1[CH:9]=[CH:8][CH:7]=[CH:6][CH:5]=1)[CH3:1]. (6) Given the reactants [F:1][C:2]([F:51])([F:50])[C:3]1[CH:4]=[C:5]([CH:43]=[C:44]([C:46]([F:49])([F:48])[F:47])[CH:45]=1)[CH2:6][N:7]([CH2:20][C:21]1[CH:26]=[C:25]([C:27]([F:30])([F:29])[F:28])[CH:24]=[CH:23][C:22]=1[N:31]([CH2:41][CH3:42])[CH2:32][CH2:33][CH2:34][CH2:35][CH2:36][CH2:37][C:38]([OH:40])=[O:39])[C:8]1[N:13]=[CH:12][C:11]([N:14]2[CH2:19][CH2:18][O:17][CH2:16][CH2:15]2)=[CH:10][N:9]=1.[OH-].[Na+:53], predict the reaction product. The product is: [Na+:53].[F:51][C:2]([F:1])([F:50])[C:3]1[CH:4]=[C:5]([CH:43]=[C:44]([C:46]([F:47])([F:49])[F:48])[CH:45]=1)[CH2:6][N:7]([CH2:20][C:21]1[CH:26]=[C:25]([C:27]([F:28])([F:29])[F:30])[CH:24]=[CH:23][C:22]=1[N:31]([CH2:41][CH3:42])[CH2:32][CH2:33][CH2:34][CH2:35][CH2:36][CH2:37][C:38]([O-:40])=[O:39])[C:8]1[N:13]=[CH:12][C:11]([N:14]2[CH2:15][CH2:16][O:17][CH2:18][CH2:19]2)=[CH:10][N:9]=1.